Dataset: Full USPTO retrosynthesis dataset with 1.9M reactions from patents (1976-2016). Task: Predict the reactants needed to synthesize the given product. (1) Given the product [CH2:1]([O:3][C:4]([C:6]1[C:16]([CH2:17][CH2:18][CH:19]([OH:32])[C:20]2[CH:21]=[CH:22][CH:23]=[CH:24][CH:25]=2)=[C:15]([OH:27])[C:9]2[N:10]=[C:11]([CH3:14])[N:12]([CH3:13])[C:8]=2[CH:7]=1)=[O:5])[CH3:2], predict the reactants needed to synthesize it. The reactants are: [CH2:1]([O:3][C:4]([C:6]1[C:16]([CH2:17][CH2:18][CH2:19][C:20]2[CH2:21][C:22](=O)[CH:23]=[CH:24][CH:25]=2)=[C:15]([OH:27])[C:9]2[N:10]=[C:11]([CH3:14])[N:12]([CH3:13])[C:8]=2[CH:7]=1)=[O:5])[CH3:2].[BH4-].[Na+].[Cl-].[NH4+].[OH2:32]. (2) Given the product [CH:1]1([N:6]2[C:7]3=[N:8][C:9]([S:27][CH3:28])=[N:10][CH:11]=[C:12]3[CH2:13][N:14]([C:15]3[C:16]([F:26])=[C:17]([O:24][CH3:25])[CH:18]=[C:19]([O:22][CH3:23])[C:20]=3[F:21])[C:31]2=[O:32])[CH2:2][CH2:3][CH2:4][CH2:5]1, predict the reactants needed to synthesize it. The reactants are: [CH:1]1([NH:6][C:7]2[C:12]([CH2:13][NH:14][C:15]3[C:20]([F:21])=[C:19]([O:22][CH3:23])[CH:18]=[C:17]([O:24][CH3:25])[C:16]=3[F:26])=[CH:11][N:10]=[C:9]([S:27][CH3:28])[N:8]=2)[CH2:5][CH2:4][CH2:3][CH2:2]1.[H-].[Na+].[C:31](N1C=CN=C1)(N1C=CN=C1)=[O:32]. (3) Given the product [CH:1]1([CH2:6][C@H:7]([CH2:20][C:21]([NH:22][OH:23])=[O:31])[C:8]([N:10]2[C@H:14]([C:15]([N:17]([CH3:19])[CH3:18])=[O:16])[CH2:13][CH:12]=[N:11]2)=[O:9])[CH2:5][CH2:4][CH2:3][CH2:2]1, predict the reactants needed to synthesize it. The reactants are: [CH:1]1([CH2:6][C@H:7]([CH2:20][C:21](=[O:31])[NH:22][O:23]CC2C=CC=CC=2)[C:8]([N:10]2[C@H:14]([C:15]([N:17]([CH3:19])[CH3:18])=[O:16])[CH2:13][CH:12]=[N:11]2)=[O:9])[CH2:5][CH2:4][CH2:3][CH2:2]1.